Dataset: Reaction yield outcomes from USPTO patents with 853,638 reactions. Task: Predict the reaction yield, written as a fraction of the theoretical maximum amount of product (1.0 means a 100% yield; for example, 0.34 means a 34% yield). (1) The reactants are Cl[C:2]1[O:3][C:4]2[C:5](=[C:7]([C:11]#[N:12])[CH:8]=[CH:9][CH:10]=2)[N:6]=1.[F:13][C:14]1[CH:19]=[CH:18][C:17]([C:20]2[O:21][C:22]3[CH:32]=[C:31]([N:33]([CH3:38])[S:34]([CH3:37])(=[O:36])=[O:35])[C:30]([C@H:39]4[CH2:44][CH2:43][CH2:42][NH:41][CH2:40]4)=[CH:29][C:23]=3[C:24]=2[C:25]([NH:27][CH3:28])=[O:26])=[CH:16][CH:15]=1.C([O-])([O-])=O.[K+].[K+]. The catalyst is CN(C=O)C.O. The product is [C:11]([C:7]1[C:5]2[N:6]=[C:2]([N:41]3[CH2:42][CH2:43][CH2:44][C@H:39]([C:30]4[C:31]([N:33]([CH3:38])[S:34]([CH3:37])(=[O:35])=[O:36])=[CH:32][C:22]5[O:21][C:20]([C:17]6[CH:16]=[CH:15][C:14]([F:13])=[CH:19][CH:18]=6)=[C:24]([C:25]([NH:27][CH3:28])=[O:26])[C:23]=5[CH:29]=4)[CH2:40]3)[O:3][C:4]=2[CH:10]=[CH:9][CH:8]=1)#[N:12]. The yield is 0.560. (2) The reactants are C(OC(=O)[NH:10][CH2:11][CH2:12][CH2:13][CH2:14][C:15]1[CH:20]=[CH:19][C:18]([CH2:21][CH2:22][CH2:23][CH:24]([NH:26][CH2:27][C@@H:28]([C:30]2[CH:35]=[CH:34][C:33]([O:36]CC3C=CC=CC=3)=[C:32]([NH:44][CH:45]=[O:46])[CH:31]=2)[OH:29])[CH3:25])=[CH:17][CH:16]=1)C1C=CC=CC=1.C(O)C. The catalyst is [Pd].CO. The product is [NH2:10][CH2:11][CH2:12][CH2:13][CH2:14][C:15]1[CH:16]=[CH:17][C:18]([CH2:21][CH2:22][CH2:23][CH:24]([NH:26][CH2:27][C@@H:28]([C:30]2[CH:35]=[CH:34][C:33]([OH:36])=[C:32]([NH:44][CH:45]=[O:46])[CH:31]=2)[OH:29])[CH3:25])=[CH:19][CH:20]=1. The yield is 0.540.